This data is from Catalyst prediction with 721,799 reactions and 888 catalyst types from USPTO. The task is: Predict which catalyst facilitates the given reaction. (1) Reactant: [NH2:1][C:2]1[CH:3]=[C:4]2[C:8](=[CH:9][C:10]=1[N+:11]([O-])=O)[C:7](=[O:14])[N:6]([CH2:15][C@@H:16]([OH:19])[CH2:17][OH:18])[C:5]2=[O:20].CC(O)=O.[H][H].[Cl:27][C:28]1[C:33]([CH:34]=O)=[C:32]([O:36][CH3:37])[N:31]=[CH:30][CH:29]=1. Product: [Cl:27][C:28]1[CH:29]=[CH:30][N:31]=[C:32]([O:36][CH3:37])[C:33]=1[C:34]1[NH:11][C:10]2=[CH:9][C:8]3[C:7](=[O:14])[N:6]([CH2:15][C@@H:16]([OH:19])[CH2:17][OH:18])[C:5](=[O:20])[C:4]=3[CH:3]=[C:2]2[N:1]=1. The catalyst class is: 19. (2) Reactant: [CH3:1][C:2]1[O:6][N:5]=[CH:4][C:3]=1[C:7]([OH:9])=O.S(Cl)([Cl:12])=O. Product: [CH3:1][C:2]1[O:6][N:5]=[CH:4][C:3]=1[C:7]([Cl:12])=[O:9]. The catalyst class is: 11. (3) Reactant: [CH2:1]([CH:3]1[CH2:8][C:7](=[O:9])[NH:6][N:5]=[C:4]1[C:10]1[CH:29]=[CH:28][C:13]2[N:14]=[C:15]([C:17]3[CH:27]=[CH:26][C:20]([O:21][CH:22]([CH3:25])[CH:23]=[O:24])=[CH:19][CH:18]=3)[O:16][C:12]=2[CH:11]=1)[CH3:2].C(O)(=O)C.C(NC(C)C)(C)C.C(O[BH-](OC(=O)C)OC(=O)C)(=O)C.[Na+]. Product: [CH2:1]([CH:3]1[C:4]([C:10]2[CH:29]=[CH:28][C:13]3[N:14]=[C:15]([C:17]4[CH:18]=[CH:19][C:20]([O:21][CH:22]([CH3:25])[CH2:23][OH:24])=[CH:26][CH:27]=4)[O:16][C:12]=3[CH:11]=2)=[N:5][NH:6][C:7](=[O:9])[CH2:8]1)[CH3:2]. The catalyst class is: 59. (4) Reactant: C1C(C2C(=O)C3C=CC(O)=CC=3OC=2)=CC=C(O)C=1.[OH-].[K+].BrCCCC[N:27]1[C:31](=[O:32])[C:30]2=[CH:33][CH:34]=[CH:35][CH:36]=[C:29]2[C:28]1=[O:37]. Product: [C:31]1(=[O:32])[NH:27][C:28](=[O:37])[C:29]2=[CH:36][CH:35]=[CH:34][CH:33]=[C:30]12. The catalyst class is: 21.